This data is from Reaction yield outcomes from USPTO patents with 853,638 reactions. The task is: Predict the reaction yield, written as a fraction of the theoretical maximum amount of product (1.0 means a 100% yield; for example, 0.34 means a 34% yield). (1) The reactants are [C:1]1([CH:7]([C:24]2[CH:29]=[CH:28][CH:27]=[CH:26][CH:25]=2)[CH2:8][C:9]([N:11]2[CH2:16][CH2:15][N:14](C(OC(C)(C)C)=O)[CH2:13][CH2:12]2)=[O:10])[CH:6]=[CH:5][CH:4]=[CH:3][CH:2]=1.C(O)(C(F)(F)F)=O. The catalyst is C(Cl)Cl. The product is [C:24]1([CH:7]([C:1]2[CH:6]=[CH:5][CH:4]=[CH:3][CH:2]=2)[CH2:8][C:9]([N:11]2[CH2:12][CH2:13][NH:14][CH2:15][CH2:16]2)=[O:10])[CH:25]=[CH:26][CH:27]=[CH:28][CH:29]=1. The yield is 0.920. (2) The reactants are [CH2:1]([O:3][C@@H:4]([CH2:8][C:9]1[CH:14]=[CH:13][C:12]([O:15][CH2:16][CH2:17][CH2:18][CH2:19][C:20]2[CH:25]=[CH:24][C:23]([N+:26]([O-])=O)=[CH:22][CH:21]=2)=[CH:11][CH:10]=1)[C:5]([OH:7])=[O:6])[CH3:2]. The catalyst is C(OCC)(=O)C.[Pd]. The product is [NH2:26][C:23]1[CH:22]=[CH:21][C:20]([CH2:19][CH2:18][CH2:17][CH2:16][O:15][C:12]2[CH:11]=[CH:10][C:9]([CH2:8][C@H:4]([O:3][CH2:1][CH3:2])[C:5]([OH:7])=[O:6])=[CH:14][CH:13]=2)=[CH:25][CH:24]=1. The yield is 0.880. (3) The product is [CH:1]1([N:6]2[C:10]3[N:11]=[C:12]([NH:15][C:22]4[N:27]=[N:26][C:25]([N:28]5[CH2:33][CH2:32][NH:31][C@H:30]([CH3:41])[CH2:29]5)=[CH:24][CH:23]=4)[N:13]=[CH:14][C:9]=3[C:8]3[CH:16]=[CH:17][N:18]=[C:19]([F:20])[C:7]2=3)[CH2:2][CH2:3][CH2:4][CH2:5]1. The yield is 0.120. No catalyst specified. The reactants are [CH:1]1([N:6]2[C:10]3[N:11]=[C:12]([NH2:15])[N:13]=[CH:14][C:9]=3[C:8]3[CH:16]=[CH:17][N:18]=[C:19]([F:20])[C:7]2=3)[CH2:5][CH2:4][CH2:3][CH2:2]1.Cl[C:22]1[N:27]=[N:26][C:25]([N:28]2[CH2:33][CH2:32][N:31](C(OC(C)(C)C)=O)[C@H:30]([CH3:41])[CH2:29]2)=[CH:24][CH:23]=1.